The task is: Binary Classification. Given a T-cell receptor sequence (or CDR3 region) and an epitope sequence, predict whether binding occurs between them.. This data is from TCR-epitope binding with 47,182 pairs between 192 epitopes and 23,139 TCRs. (1) The epitope is SEVGPEHSLAEY. The TCR CDR3 sequence is CASSLKLTSYNEQFF. Result: 1 (the TCR binds to the epitope). (2) The epitope is YSEHPTFTSQY. The TCR CDR3 sequence is CASSVVGDEQYF. Result: 1 (the TCR binds to the epitope). (3) The epitope is SEVGPEHSLAEY. The TCR CDR3 sequence is CASSLGPSGTYEQYV. Result: 0 (the TCR does not bind to the epitope). (4) The epitope is KAYNVTQAF. The TCR CDR3 sequence is CASSLAGPGGEQFF. Result: 0 (the TCR does not bind to the epitope). (5) The epitope is ILHCANFNV. The TCR CDR3 sequence is CASSQYPRGGNTEAFF. Result: 0 (the TCR does not bind to the epitope). (6) The epitope is FLKEKGGL. The TCR CDR3 sequence is CASSPYRDSVHSPLHF. Result: 0 (the TCR does not bind to the epitope). (7) The epitope is ISDYDYYRY. The TCR CDR3 sequence is CASSQEAYNEQFF. Result: 0 (the TCR does not bind to the epitope).